Dataset: Reaction yield outcomes from USPTO patents with 853,638 reactions. Task: Predict the reaction yield, written as a fraction of the theoretical maximum amount of product (1.0 means a 100% yield; for example, 0.34 means a 34% yield). The reactants are [CH3:1][O:2][C:3](=[O:33])[CH:4]([O:31][CH3:32])[CH:5](O)[C:6]1[C:11]2[S:12][CH:13]=[CH:14][C:10]=2[C:9]([O:15][CH2:16][CH2:17][C:18]2[N:19]=[C:20]([C:24]3[CH:29]=[CH:28][CH:27]=[CH:26][CH:25]=3)[O:21][C:22]=2[CH3:23])=[CH:8][CH:7]=1.CCC(CCCCC(NC(C(NC(C(NC(C(NC1C(=O)NC(CCN)C(=O)NC(CC2C=CC=CC=2)C(=O)NC(CC(C)C)C(=O)NC(CCN)C(=O)NC(CCN)C(=O)NC(C(O)C)C(=O)NCC1)=O)CCN)=O)C(O)C)=O)CCN)=O)C.OS(O)(=O)=O. The catalyst is CN(C=O)C. The product is [CH3:1][O:2][C:3](=[O:33])/[C:4](/[O:31][CH3:32])=[CH:5]/[C:6]1[C:11]2[S:12][CH:13]=[CH:14][C:10]=2[C:9]([O:15][CH2:16][CH2:17][C:18]2[N:19]=[C:20]([C:24]3[CH:25]=[CH:26][CH:27]=[CH:28][CH:29]=3)[O:21][C:22]=2[CH3:23])=[CH:8][CH:7]=1. The yield is 0.900.